Dataset: Forward reaction prediction with 1.9M reactions from USPTO patents (1976-2016). Task: Predict the product of the given reaction. (1) Given the reactants [C:1]([C:5]1[CH:42]=[CH:41][C:8]([CH2:9][O:10][C:11]2[CH:16]=[CH:15][CH:14]=[CH:13][C:12]=2/[CH:17]=[CH:18]/[CH:19]([CH2:31][CH2:32][C:33]2[CH:38]=[CH:37][C:36]([C:39]#[N:40])=[CH:35][CH:34]=2)[CH2:20][C:21]2[CH:30]=[CH:29][C:24]([C:25]([NH:27][NH2:28])=[O:26])=[CH:23][CH:22]=2)=[CH:7][CH:6]=1)([CH3:4])([CH3:3])[CH3:2].Cl[C:44](OC(Cl)(Cl)Cl)=[O:45], predict the reaction product. The product is: [C:1]([C:5]1[CH:42]=[CH:41][C:8]([CH2:9][O:10][C:11]2[CH:16]=[CH:15][CH:14]=[CH:13][C:12]=2/[CH:17]=[CH:18]/[CH:19]([CH2:20][C:21]2[CH:30]=[CH:29][C:24]([C:25]3[O:26][C:44](=[O:45])[NH:28][N:27]=3)=[CH:23][CH:22]=2)[CH2:31][CH2:32][C:33]2[CH:38]=[CH:37][C:36]([C:39]#[N:40])=[CH:35][CH:34]=2)=[CH:7][CH:6]=1)([CH3:4])([CH3:2])[CH3:3]. (2) Given the reactants [CH2:1]([O:8][C:9]([NH:11][C:12]1[CH:20]=[C:19]2[C:15]([C:16]3[C:24]([C:25]4[CH:30]=[CH:29][CH:28]=[CH:27][C:26]=4[F:31])=[CH:23][N:22]=[C:21]([C:32]([O:34]CC)=[O:33])[C:17]=3[NH:18]2)=[CH:14][CH:13]=1)=[O:10])[C:2]1[CH:7]=[CH:6][CH:5]=[CH:4][CH:3]=1.O.[OH-].[Li+], predict the reaction product. The product is: [CH2:1]([O:8][C:9]([NH:11][C:12]1[CH:20]=[C:19]2[C:15]([C:16]3[C:24]([C:25]4[CH:30]=[CH:29][CH:28]=[CH:27][C:26]=4[F:31])=[CH:23][N:22]=[C:21]([C:32]([OH:34])=[O:33])[C:17]=3[NH:18]2)=[CH:14][CH:13]=1)=[O:10])[C:2]1[CH:7]=[CH:6][CH:5]=[CH:4][CH:3]=1. (3) Given the reactants [C:1]([O:5][C:6]([N:8]1[CH2:12][C@H:11]([CH2:13][N:14]([CH:31]([CH3:33])[CH3:32])[C:15](=[O:30])[C:16]2[CH:21]=[CH:20][C:19]([O:22][CH3:23])=[C:18]([O:24][CH2:25][CH2:26][CH2:27][O:28][CH3:29])[CH:17]=2)[C@@H:10]([NH:34][CH2:35][C:36]2[CH:41]=[CH:40][CH:39]=[CH:38][CH:37]=2)[CH2:9]1)=[O:7])([CH3:4])([CH3:3])[CH3:2].C=O.O.[C:45](O[BH-](OC(=O)C)OC(=O)C)(=O)C.[Na+].C([O-])(O)=O.[Na+], predict the reaction product. The product is: [C:1]([O:5][C:6]([N:8]1[CH2:12][C@H:11]([CH2:13][N:14]([CH:31]([CH3:33])[CH3:32])[C:15](=[O:30])[C:16]2[CH:21]=[CH:20][C:19]([O:22][CH3:23])=[C:18]([O:24][CH2:25][CH2:26][CH2:27][O:28][CH3:29])[CH:17]=2)[C@@H:10]([N:34]([CH2:35][C:36]2[CH:37]=[CH:38][CH:39]=[CH:40][CH:41]=2)[CH3:45])[CH2:9]1)=[O:7])([CH3:3])([CH3:4])[CH3:2]. (4) Given the reactants [CH2:1]([O:3][C:4]([C:6]1[C:7]([NH:15][CH2:16][CH3:17])=[N:8][C:9](S(C)=O)=[N:10][CH:11]=1)=[O:5])[CH3:2].CCCCCC.C(OCC)(=O)C.[NH2:30][C:31]1[CH:36]=[CH:35][CH:34]=[CH:33][CH:32]=1, predict the reaction product. The product is: [CH2:1]([O:3][C:4]([C:6]1[C:7]([NH:15][CH2:16][CH3:17])=[N:8][C:9]([NH:30][C:31]2[CH:36]=[CH:35][CH:34]=[CH:33][CH:32]=2)=[N:10][CH:11]=1)=[O:5])[CH3:2]. (5) Given the reactants [Cl:1][C:2]1[CH:7]=[CH:6][C:5]([CH2:8][N:9]2[CH2:14][CH2:13][N:12]([C:15]([O:17][C:18]([CH3:21])([CH3:20])[CH3:19])=[O:16])[CH2:11][CH2:10]2)=[C:4]([C:22]([O:24]C)=[O:23])[CH:3]=1.CO.[OH-].[Li+].Cl, predict the reaction product. The product is: [C:18]([O:17][C:15]([N:12]1[CH2:13][CH2:14][N:9]([CH2:8][C:5]2[CH:6]=[CH:7][C:2]([Cl:1])=[CH:3][C:4]=2[C:22]([OH:24])=[O:23])[CH2:10][CH2:11]1)=[O:16])([CH3:21])([CH3:19])[CH3:20]. (6) Given the reactants [CH3:1][O:2][C:3]1[C:12]([O:13][CH3:14])=[C:11]2[C:6]([C:7]([NH:15][C@H:16]3[CH2:20][CH2:19][O:18][CH2:17]3)=[N:8][CH:9]=[N:10]2)=[CH:5][CH:4]=1.[H-].[Na+].Br[CH2:24][CH:25]1[CH2:27][CH2:26]1, predict the reaction product. The product is: [CH:25]1([CH2:24][N:15]([C@H:16]2[CH2:20][CH2:19][O:18][CH2:17]2)[C:7]2[C:6]3[C:11](=[C:12]([O:13][CH3:14])[C:3]([O:2][CH3:1])=[CH:4][CH:5]=3)[N:10]=[CH:9][N:8]=2)[CH2:27][CH2:26]1. (7) The product is: [C:55]([N:58]1[CH2:63][CH2:62][N:61]([CH2:49][CH2:54][CH2:53][O:67][C:19]2[N:18]=[C:17]([NH:16][C:3]3[C:4]4[O:8][CH2:7][O:6][C:5]=4[C:9]([C:11]#[C:12][CH2:13][O:14][CH3:15])=[CH:10][C:2]=3[Cl:1])[C:26]3[C:21](=[CH:22][CH:23]=[CH:24][C:25]=3[O:27][CH:28]([CH3:29])[CH3:30])[N:20]=2)[CH2:60][CH2:59]1)(=[O:57])[CH3:56]. Given the reactants [Cl:1][C:2]1[CH:10]=[C:9]([C:11]#[C:12][CH2:13][O:14][CH3:15])[C:5]2[O:6][CH2:7][O:8][C:4]=2[C:3]=1[NH:16][C:17]1[C:26]2[C:21](=[CH:22][C:23](OCCCCl)=[CH:24][C:25]=2[O:27][CH:28]([CH3:30])[CH3:29])[N:20]=[CH:19][N:18]=1.C1(P([C:49]2[CH:54]=[CH:53]C=CC=2)C2C=CC=CC=2)C=CC=CC=1.[C:55]([N:58]1[CH2:63][CH2:62][NH:61][CH2:60][CH2:59]1)(=[O:57])[CH3:56].[I-].[Na+].C[O:67]CCO, predict the reaction product. (8) Given the reactants [OH:1][C:2]1[CH:3]=[C:4]2[C:8](=[CH:9][CH:10]=1)[NH:7][CH:6]=[C:5]2[CH:11]([CH3:13])[CH3:12].[C:14](=[O:17])([O-])[O-].[K+].[K+].[Cl:20][C:21]1[C:28](Cl)=[C:27]([Cl:30])[C:24](C=O)=[CH:23][CH:22]=1, predict the reaction product. The product is: [CH:11]([C:5]1[C:4]2[C:8](=[CH:9][CH:10]=[C:2]([O:1][C:28]3[C:21]([Cl:20])=[CH:22][C:23]([CH:14]=[O:17])=[CH:24][C:27]=3[Cl:30])[CH:3]=2)[NH:7][CH:6]=1)([CH3:13])[CH3:12].